Dataset: Catalyst prediction with 721,799 reactions and 888 catalyst types from USPTO. Task: Predict which catalyst facilitates the given reaction. Reactant: [CH2:1]([C:3]1[CH:4]=[C:5]([C:10](=[O:12])[CH3:11])[CH:6]=[CH:7][C:8]=1[OH:9])[CH3:2].[Si:13](Cl)([C:16]([CH3:19])([CH3:18])[CH3:17])([CH3:15])[CH3:14].N1C=CN=C1.O. Product: [Si:13]([O:9][C:8]1[CH:7]=[CH:6][C:5]([C:10](=[O:12])[CH3:11])=[CH:4][C:3]=1[CH2:1][CH3:2])([C:16]([CH3:19])([CH3:18])[CH3:17])([CH3:15])[CH3:14]. The catalyst class is: 3.